From a dataset of Reaction yield outcomes from USPTO patents with 853,638 reactions. Predict the reaction yield, written as a fraction of the theoretical maximum amount of product (1.0 means a 100% yield; for example, 0.34 means a 34% yield). (1) The yield is 0.910. The reactants are [H-].[Na+].[Si:3]([O:20][CH2:21][C@H:22]1[CH2:26][CH2:25][S:24](=[O:28])(=[O:27])[NH:23]1)([C:16]([CH3:19])([CH3:18])[CH3:17])([C:10]1[CH:15]=[CH:14][CH:13]=[CH:12][CH:11]=1)[C:4]1[CH:9]=[CH:8][CH:7]=[CH:6][CH:5]=1.I[CH2:30][CH2:31][CH2:32][C:33]1[S:37][C:36]([C:38]([O:40][CH3:41])=[O:39])=[CH:35][CH:34]=1. The catalyst is CN(C=O)C. The product is [Si:3]([O:20][CH2:21][C@H:22]1[CH2:26][CH2:25][S:24](=[O:28])(=[O:27])[N:23]1[CH2:30][CH2:31][CH2:32][C:33]1[S:37][C:36]([C:38]([O:40][CH3:41])=[O:39])=[CH:35][CH:34]=1)([C:16]([CH3:17])([CH3:18])[CH3:19])([C:10]1[CH:11]=[CH:12][CH:13]=[CH:14][CH:15]=1)[C:4]1[CH:9]=[CH:8][CH:7]=[CH:6][CH:5]=1. (2) The reactants are [C:1]([C:5]1[CH:9]=[C:8]([NH:10][C:11]([NH:13][C:14]2[CH:19]=[CH:18][CH:17]=[C:16]([O:20][C:21]3[CH:22]=[N:23][CH:24]=[CH:25][CH:26]=3)[CH:15]=2)=[O:12])[N:7]([C:27]2[CH:28]=[C:29]3[C:34](=[CH:35][CH:36]=2)[CH2:33][N:32](C(OC(C)(C)C)=O)[CH:31]([C:44]([O:46]CC)=[O:45])[CH2:30]3)[N:6]=1)([CH3:4])([CH3:3])[CH3:2]. The catalyst is Cl.CO. The product is [C:1]([C:5]1[CH:9]=[C:8]([NH:10][C:11]([NH:13][C:14]2[CH:19]=[CH:18][CH:17]=[C:16]([O:20][C:21]3[CH:22]=[N:23][CH:24]=[CH:25][CH:26]=3)[CH:15]=2)=[O:12])[N:7]([C:27]2[CH:28]=[C:29]3[C:34](=[CH:35][CH:36]=2)[CH2:33][NH:32][CH:31]([C:44]([OH:46])=[O:45])[CH2:30]3)[N:6]=1)([CH3:4])([CH3:2])[CH3:3]. The yield is 1.00. (3) The reactants are CO[CH:3](OC)[N:4]([CH3:6])[CH3:5].[F:9][C:10]1[CH:15]=[CH:14][C:13]([C:16](=[O:29])[CH2:17][C:18]2[CH:28]=[CH:27][C:21]3[O:22][CH2:23][C:24](=[O:26])[NH:25][C:20]=3[CH:19]=2)=[C:12]([CH3:30])[CH:11]=1. No catalyst specified. The product is [CH3:6][N:4]([CH3:5])[CH:3]=[C:17]([C:18]1[CH:28]=[CH:27][C:21]2[O:22][CH2:23][C:24](=[O:26])[NH:25][C:20]=2[CH:19]=1)[C:16]([C:13]1[CH:14]=[CH:15][C:10]([F:9])=[CH:11][C:12]=1[CH3:30])=[O:29]. The yield is 0.990. (4) The reactants are [C:1]([O:5][C:6]([NH:8][N:9]=[CH:10][C:11]1[CH:16]=[CH:15][C:14]([O:17][C:18](=[O:22])[N:19]([CH3:21])[CH3:20])=[CH:13][CH:12]=1)=[O:7])([CH3:4])([CH3:3])[CH3:2]. The catalyst is CO.[Pd]. The product is [C:1]([O:5][C:6]([NH:8][NH:9][CH2:10][C:11]1[CH:12]=[CH:13][C:14]([O:17][C:18](=[O:22])[N:19]([CH3:20])[CH3:21])=[CH:15][CH:16]=1)=[O:7])([CH3:4])([CH3:3])[CH3:2]. The yield is 0.620. (5) The reactants are C([C@H]1COC(=O)N1[C:14](=[O:37])[C@H:15]([CH2:24][C:25]1[CH:30]=[CH:29][C:28]([C:31]2[CH:36]=[CH:35][CH:34]=[CH:33][CH:32]=2)=[CH:27][CH:26]=1)[CH2:16][C:17]([O:19][C:20]([CH3:23])([CH3:22])[CH3:21])=[O:18])C1C=CC=CC=1.C1COCC1.OO.[Li+].[OH-:46]. The catalyst is O. The product is [C:28]1([C:31]2[CH:32]=[CH:33][CH:34]=[CH:35][CH:36]=2)[CH:29]=[CH:30][C:25]([CH2:24][C@H:15]([CH2:16][C:17]([O:19][C:20]([CH3:23])([CH3:22])[CH3:21])=[O:18])[C:14]([OH:37])=[O:46])=[CH:26][CH:27]=1. The yield is 0.930. (6) The reactants are Cl[C:2]([O:5]C(=O)OC(Cl)(Cl)Cl)(Cl)Cl.[Cl:13][C:14]1[CH:21]=[C:20]([N:22]2[CH2:27][C@@H:26]([CH3:28])[NH:25][CH2:24][C@@H:23]2[CH3:29])[CH:19]=[CH:18][C:15]=1[C:16]#[N:17].[NH2:30][CH2:31][C:32]1[CH:41]=[CH:40][C:35]([C:36]([O:38][CH3:39])=[O:37])=[CH:34][CH:33]=1.C(=O)([O-])O.[Na+]. The catalyst is C(OCC)(=O)C.O.C1COCC1.C(N(CC)CC)C. The product is [Cl:13][C:14]1[CH:21]=[C:20]([N:22]2[C@@H:23]([CH3:29])[CH2:24][N:25]([C:2]([NH:30][CH2:31][C:32]3[CH:33]=[CH:34][C:35]([C:36]([O:38][CH3:39])=[O:37])=[CH:40][CH:41]=3)=[O:5])[C@H:26]([CH3:28])[CH2:27]2)[CH:19]=[CH:18][C:15]=1[C:16]#[N:17]. The yield is 0.880.